Task: Predict the product of the given reaction.. Dataset: Forward reaction prediction with 1.9M reactions from USPTO patents (1976-2016) (1) Given the reactants [NH2:1][C:2]1[CH:10]=[CH:9][CH:8]=[C:7]2[C:3]=1[C:4]([CH2:19][C:20]#[N:21])=[CH:5][N:6]2[CH2:11][C:12]([O:14][C:15]([CH3:18])([CH3:17])[CH3:16])=[O:13].[Cl:22]N1C(=O)CCC1=O, predict the reaction product. The product is: [NH2:1][C:2]1[C:10]([Cl:22])=[CH:9][CH:8]=[C:7]2[C:3]=1[C:4]([CH2:19][C:20]#[N:21])=[CH:5][N:6]2[CH2:11][C:12]([O:14][C:15]([CH3:16])([CH3:17])[CH3:18])=[O:13]. (2) The product is: [Si:1]([O:8][CH2:9][C@H:10]1[CH2:19][C:18]2[C:13](=[CH:14][CH:15]=[CH:16][C:17]=2[CH2:20][C:21](=[O:23])[CH3:22])[C@H:12]([CH3:24])[N:11]1[C:42](=[O:43])[CH2:41][C:40]1[C:35]([Cl:34])=[CH:36][CH:37]=[C:38]([O:46][CH3:47])[C:39]=1[F:45])([C:4]([CH3:7])([CH3:6])[CH3:5])([CH3:3])[CH3:2]. Given the reactants [Si:1]([O:8][CH2:9][C@H:10]1[CH2:19][C:18]2[C:13](=[CH:14][CH:15]=[CH:16][C:17]=2[CH2:20][C:21](=[O:23])[CH3:22])[C@H:12]([CH3:24])[NH:11]1)([C:4]([CH3:7])([CH3:6])[CH3:5])([CH3:3])[CH3:2].C(N(C(C)C)CC)(C)C.[Cl:34][C:35]1[C:40]([CH2:41][C:42](O)=[O:43])=[C:39]([F:45])[C:38]([O:46][CH3:47])=[CH:37][CH:36]=1.F[P-](F)(F)(F)(F)F.N1(OC(N(C)C)=[N+](C)C)C2N=CC=CC=2N=N1, predict the reaction product. (3) Given the reactants [F:1][C:2]([F:30])([F:29])[C:3]([C:22]1[CH:27]=[CH:26][C:25]([F:28])=[CH:24][CH:23]=1)([C:5]1[CH:10]=[C:9]([CH3:11])[C:8]([N:12]([Si](C)(C)C)[Si](C)(C)C)=[C:7]([CH3:21])[CH:6]=1)[OH:4].Cl.[OH-].[Na+], predict the reaction product. The product is: [NH2:12][C:8]1[C:9]([CH3:11])=[CH:10][C:5]([C:3]([C:22]2[CH:27]=[CH:26][C:25]([F:28])=[CH:24][CH:23]=2)([OH:4])[C:2]([F:1])([F:29])[F:30])=[CH:6][C:7]=1[CH3:21]. (4) Given the reactants [Cl:1][C:2]1[CH:7]=[CH:6][C:5]([C:8]2[N:9]=[C:10]3[CH:15]=[CH:14][CH:13]=[CH:12][N:11]3[C:16]=2[CH2:17][N:18]2[CH:23]=[CH:22][C:21]([NH:24][CH2:25]C)=[N:20][C:19]2=[O:27])=[CH:4][CH:3]=1.ClC1C=C[N:32](CC2N3C=CC=CC3=NC=2C2C=CC(Cl)=CC=2)[C:31](=O)[N:30]=1.N1C=NC=N1, predict the reaction product. The product is: [Cl:1][C:2]1[CH:7]=[CH:6][C:5]([C:8]2[N:9]=[C:10]3[CH:15]=[CH:14][CH:13]=[CH:12][N:11]3[C:16]=2[CH2:17][N:18]2[CH:23]=[CH:22][C:21]([N:24]3[CH:25]=[N:32][CH:31]=[N:30]3)=[N:20][C:19]2=[O:27])=[CH:4][CH:3]=1. (5) Given the reactants Cl[C:2]1[N:7]=[CH:6][N:5]=[C:4]([C:8]2[C:12]3[C:13]([NH:17][CH:18]([CH3:20])[CH3:19])=[N:14][CH:15]=[CH:16][C:11]=3[N:10](C(C3C=CC=CC=3)(C3C=CC=CC=3)C3C=CC=CC=3)[N:9]=2)[CH:3]=1.[CH:40]([NH:43][C:44]1[C:49]2C([Sn](C)(C)C)=NN(C(C3C=CC=CC=3)(C3C=CC=CC=3)C3C=CC=CC=3)C=2C=CN=1)(C)[CH3:41].ClC1C=C(Cl)N=CN=1.[Li+].[Cl-].C1C[O:89]CC1, predict the reaction product. The product is: [CH:18]([NH:17][C:13]1[C:12]2[C:8]([C:4]3[CH:3]=[C:2]([N:43]4[CH2:44][CH2:49][O:89][CH2:41][CH2:40]4)[N:7]=[CH:6][N:5]=3)=[N:9][NH:10][C:11]=2[CH:16]=[CH:15][N:14]=1)([CH3:19])[CH3:20]. (6) Given the reactants [C:1]1([C:7]([CH3:11])=[CH:8][CH:9]=O)[CH:6]=[CH:5][CH:4]=[CH:3][CH:2]=1.[C:12]1([S:18]([C:21]#[N:22])(=[O:20])=[O:19])[CH:17]=[CH:16][CH:15]=[CH:14][CH:13]=1.B(OCCCC)(OCCCC)OCCCC, predict the reaction product. The product is: [C:12]1([S:18]([C:21]2[CH:11]=[C:7]([C:1]3[CH:6]=[CH:5][CH:4]=[CH:3][CH:2]=3)[CH:8]=[CH:9][N:22]=2)(=[O:19])=[O:20])[CH:13]=[CH:14][CH:15]=[CH:16][CH:17]=1. (7) The product is: [CH3:51][O:50][C:27](=[O:28])[CH:26]([C:18]1[CH:19]=[CH:20][C:21]([S:22][CH3:25])=[C:16]([Cl:15])[CH:17]=1)[CH2:40][CH:41]1[CH2:42][CH2:43][O:61][CH2:45]1. Given the reactants C[Si](C)(C)N[Si](C)(C)C.C([Li])CCC.[Cl:15][C:16]1[CH:17]=[C:18]([C@@H:26]([CH2:40][CH:41]2[CH2:45]C[CH2:43][CH2:42]2)[C:27](NC2C=CN(CCC(O)=O)N=2)=[O:28])[CH:19]=[CH:20][C:21]=1[S:22]([CH3:25])(=O)=O.ICC1C[CH2:51][O:50]C1.CN1CCCN(C)C1=[O:61], predict the reaction product.